This data is from Catalyst prediction with 721,799 reactions and 888 catalyst types from USPTO. The task is: Predict which catalyst facilitates the given reaction. (1) Reactant: [C:1]([C:5]1[CH:23]=[CH:22][C:8]([C:9]([NH:11][C:12]2[N:13]=[C:14]3[CH:19]=[CH:18][C:17](Cl)=[N:16][N:15]3[CH:21]=2)=[O:10])=[CH:7][CH:6]=1)([CH3:4])([CH3:3])[CH3:2].[N-:24]=[N+:25]=[N-:26].[Na+]. Product: [N:24]([C:17]1[CH:18]=[CH:19][C:14]2[N:15]([CH:21]=[C:12]([NH:11][C:9](=[O:10])[C:8]3[CH:22]=[CH:23][C:5]([C:1]([CH3:4])([CH3:3])[CH3:2])=[CH:6][CH:7]=3)[N:13]=2)[N:16]=1)=[N+:25]=[N-:26]. The catalyst class is: 9. (2) Reactant: [Cl:1][C:2]1[CH:7]=[CH:6][C:5]([CH2:8][C:9]2[C:18]3[C:13](=[CH:14][CH:15]=[CH:16][CH:17]=3)[C:12](=[O:19])[N:11]([CH2:20][C@H:21]3[CH2:25][CH2:24][CH2:23][N:22]3[CH2:26][CH2:27][CH2:28][CH2:29][C:30]3[CH:35]=[CH:34][C:33]([O:36]C)=[CH:32][CH:31]=3)[N:10]=2)=[CH:4][CH:3]=1.B(Br)(Br)Br.Cl.C([O-])(O)=O.[Na+]. Product: [Cl:1][C:2]1[CH:7]=[CH:6][C:5]([CH2:8][C:9]2[C:18]3[C:13](=[CH:14][CH:15]=[CH:16][CH:17]=3)[C:12](=[O:19])[N:11]([CH2:20][C@H:21]3[CH2:25][CH2:24][CH2:23][N:22]3[CH2:26][CH2:27][CH2:28][CH2:29][C:30]3[CH:31]=[CH:32][C:33]([OH:36])=[CH:34][CH:35]=3)[N:10]=2)=[CH:4][CH:3]=1. The catalyst class is: 2. (3) Reactant: [C:1]([C:3]1[CH:4]=[C:5]2[C:10](=[C:11]([OH:13])[CH:12]=1)[O:9][C:8]([CH3:15])([CH3:14])[CH2:7][C:6]2([CH3:17])[CH3:16])#[CH:2].[CH3:18][O:19][C:20](=[O:30])[CH2:21][C:22]1[CH:27]=[CH:26][C:25](I)=[CH:24][C:23]=1[F:29].C(N(CC)CC)C.C(OCC)(=O)C. Product: [CH3:18][O:19][C:20](=[O:30])[CH2:21][C:22]1[CH:27]=[CH:26][C:25]([C:2]#[C:1][C:3]2[CH:4]=[C:5]3[C:10](=[C:11]([OH:13])[CH:12]=2)[O:9][C:8]([CH3:15])([CH3:14])[CH2:7][C:6]3([CH3:17])[CH3:16])=[CH:24][C:23]=1[F:29]. The catalyst class is: 730. (4) Reactant: [C:1]([O:5][C:6]([NH:8][CH2:9][C:10]1[CH:18]=[CH:17][C:13]([C:14]([OH:16])=O)=[CH:12][CH:11]=1)=[O:7])([CH3:4])([CH3:3])[CH3:2].CCN(C(C)C)C(C)C.CN(C(ON1N=NC2C=CC=NC1=2)=[N+](C)C)C.F[P-](F)(F)(F)(F)F.[NH2:52][CH2:53][C:54]1[CH:66]=[CH:65][C:57]([O:58][CH2:59][C:60]([O:62][CH2:63][CH3:64])=[O:61])=[CH:56][CH:55]=1. Product: [C:1]([O:5][C:6]([NH:8][CH2:9][C:10]1[CH:11]=[CH:12][C:13]([C:14]([NH:52][CH2:53][C:54]2[CH:66]=[CH:65][C:57]([O:58][CH2:59][C:60]([O:62][CH2:63][CH3:64])=[O:61])=[CH:56][CH:55]=2)=[O:16])=[CH:17][CH:18]=1)=[O:7])([CH3:2])([CH3:3])[CH3:4]. The catalyst class is: 18. (5) Product: [F:1][C@H:2]1[CH2:6][N:5]([S:7]([C:10]2[CH:15]=[CH:14][C:13]([F:16])=[CH:12][CH:11]=2)(=[O:8])=[O:9])[C@H:4]([C:17]([NH:19][CH2:20][C:21]2[CH:26]=[C:25]([C:38]3[CH:43]=[N:42][C:41]([C:44]([F:47])([F:46])[F:45])=[CH:40][N:39]=3)[CH:24]=[CH:23][C:22]=2[F:36])=[O:18])[CH2:3]1. Reactant: [F:1][C@H:2]1[CH2:6][N:5]([S:7]([C:10]2[CH:15]=[CH:14][C:13]([F:16])=[CH:12][CH:11]=2)(=[O:9])=[O:8])[C@H:4]([C:17]([NH:19][CH2:20][C:21]2[CH:26]=[C:25](B3OC(C)(C)C(C)(C)O3)[CH:24]=[CH:23][C:22]=2[F:36])=[O:18])[CH2:3]1.Cl[C:38]1[CH:43]=[N:42][C:41]([C:44]([F:47])([F:46])[F:45])=[CH:40][N:39]=1.C(=O)([O-])[O-].[Na+].[Na+].C([O-])(=O)C.[K+]. The catalyst class is: 192. (6) Reactant: [F:1][C:2]1[CH:3]=[C:4]([C@H:10]2[NH:15][C@@H:14]([C@H:16]([OH:18])[CH3:17])[CH2:13][O:12][CH2:11]2)[CH:5]=[C:6]([F:9])[C:7]=1[F:8].O.C(=O)(O)[O-].[Na+].Cl[C:26]([O:28][CH2:29][C:30]1[CH:35]=[CH:34][CH:33]=[CH:32][CH:31]=1)=[O:27]. Product: [CH2:29]([O:28][C:26]([N:15]1[C@H:10]([C:4]2[CH:3]=[C:2]([F:1])[C:7]([F:8])=[C:6]([F:9])[CH:5]=2)[CH2:11][O:12][CH2:13][C@@H:14]1[C@H:16]([OH:18])[CH3:17])=[O:27])[C:30]1[CH:35]=[CH:34][CH:33]=[CH:32][CH:31]=1. The catalyst class is: 253. (7) Reactant: [F:1][C:2]1[CH:3]=[C:4]([CH:34]=[CH:35][C:36]=1[F:37])[CH2:5][C:6]1([C:29](OCC)=[O:30])[CH2:11][CH2:10][CH2:9][N:8]2[C:12]([C:15]3[CH:20]=[CH:19][C:18]([C:21]4[O:25][C:24]([CH3:26])=[N:23][CH:22]=4)=[C:17]([O:27][CH3:28])[CH:16]=3)=[N:13][N:14]=[C:7]12.[H-].[Al+3].[Li+].[H-].[H-].[H-].O.O.O.O.O.O.O.O.O.O.S([O-])([O-])(=O)=O.[Na+].[Na+]. Product: [F:1][C:2]1[CH:3]=[C:4]([CH:34]=[CH:35][C:36]=1[F:37])[CH2:5][C:6]1([CH2:29][OH:30])[CH2:11][CH2:10][CH2:9][N:8]2[C:12]([C:15]3[CH:20]=[CH:19][C:18]([C:21]4[O:25][C:24]([CH3:26])=[N:23][CH:22]=4)=[C:17]([O:27][CH3:28])[CH:16]=3)=[N:13][N:14]=[C:7]12. The catalyst class is: 1. (8) Reactant: [CH:1]1([C:4]([N:6]2[CH2:10][CH2:9][C@@H:8]([C:11]#[N:12])[CH2:7]2)=[O:5])[CH2:3][CH2:2]1.N.C1(C(N2CC[C@@H](CNC[C@@H]3CCN(C(C4CC4)=O)C3)C2)=O)CC1. Product: [CH:1]1([C:4]([N:6]2[CH2:10][CH2:9][C@@H:8]([CH2:11][NH2:12])[CH2:7]2)=[O:5])[CH2:2][CH2:3]1. The catalyst class is: 171. (9) Reactant: [BrH:1].Cl.[NH:3]1[CH2:9][CH2:8][CH2:7][C:6](=[O:10])[CH2:5][CH2:4]1.BrBr. Product: [BrH:1].[Br:1][CH:7]1[CH2:8][CH2:9][NH:3][CH2:4][CH2:5][C:6]1=[O:10]. The catalyst class is: 15. (10) Reactant: [C:1]([O:5][C:6]([N:8]1[CH2:13][CH2:12][CH:11]([N:14]2[C:18]3=[N:19][CH:20]=[N:21][C:22](Cl)=[C:17]3[CH:16]=[N:15]2)[CH2:10][CH2:9]1)=[O:7])([CH3:4])([CH3:3])[CH3:2].[C:24]([N:27]1[CH2:32][CH2:31][N:30]([C:33]2[CH:38]=[CH:37][C:36]([OH:39])=[CH:35][CH:34]=2)[CH2:29][CH2:28]1)(=[O:26])[CH3:25]. Product: [C:1]([O:5][C:6]([N:8]1[CH2:13][CH2:12][CH:11]([N:14]2[C:18]3=[N:19][CH:20]=[N:21][C:22]([O:39][C:36]4[CH:35]=[CH:34][C:33]([N:30]5[CH2:29][CH2:28][N:27]([C:24](=[O:26])[CH3:25])[CH2:32][CH2:31]5)=[CH:38][CH:37]=4)=[C:17]3[CH:16]=[N:15]2)[CH2:10][CH2:9]1)=[O:7])([CH3:4])([CH3:3])[CH3:2]. The catalyst class is: 9.